This data is from Reaction yield outcomes from USPTO patents with 853,638 reactions. The task is: Predict the reaction yield, written as a fraction of the theoretical maximum amount of product (1.0 means a 100% yield; for example, 0.34 means a 34% yield). (1) No catalyst specified. The yield is 0.620. The product is [Cl:14][C:15]1[CH:20]=[C:19]([Cl:21])[CH:18]=[CH:17][C:16]=1[CH2:22][NH:23][C:24]([N:12]1[CH2:13][C:9]2([CH2:10][N:7]([C:2]3[N:3]=[CH:4][CH:5]=[CH:6][N:1]=3)[CH2:8]2)[CH2:11]1)=[O:25]. The reactants are [N:1]1[CH:6]=[CH:5][CH:4]=[N:3][C:2]=1[N:7]1[CH2:10][C:9]2([CH2:13][NH:12][CH2:11]2)[CH2:8]1.[Cl:14][C:15]1[CH:20]=[C:19]([Cl:21])[CH:18]=[CH:17][C:16]=1[CH2:22][N:23]=[C:24]=[O:25]. (2) The reactants are C[O:2][C:3]1[C:4]([CH3:31])=[C:5]([C:22]([O:29]C)=[C:23]([O:27][CH3:28])[C:24]=1[O:25][CH3:26])[CH2:6][C:7]1[CH:8]=[CH:9][C:10]([C:16]2[CH:17]=[N:18][CH:19]=[CH:20][CH:21]=2)=[C:11]([CH:15]=1)[C:12]([OH:14])=[O:13].O=[N+]([O-])[O-].[O-][N+](=O)[O-].[O-][N+](=O)[O-].[O-][N+](=O)[O-].[O-][N+](=O)[O-].[O-][N+](=O)[O-].[Ce+4].[NH4+].[NH4+].[OH-].[Na+]. The catalyst is C(#N)C.O. The product is [CH3:26][O:25][C:24]1[C:3](=[O:2])[C:4]([CH3:31])=[C:5]([CH2:6][C:7]2[CH:8]=[CH:9][C:10]([C:16]3[CH:17]=[N:18][CH:19]=[CH:20][CH:21]=3)=[C:11]([CH:15]=2)[C:12]([OH:14])=[O:13])[C:22](=[O:29])[C:23]=1[O:27][CH3:28]. The yield is 0.580. (3) The reactants are [F:1][C:2]([F:19])([F:18])[C:3]1[CH:17]=[CH:16][C:6]([O:7][C:8]2[CH:15]=[CH:14][C:11]([CH:12]=O)=[CH:10][CH:9]=2)=[CH:5][CH:4]=1.[F:20][C:21]1[CH:26]=[CH:25][C:24]([CH2:27][NH2:28])=[CH:23][CH:22]=1.C(O)(=O)C.C(O[BH-](OC(=O)C)OC(=O)C)(=O)C.[Na+]. The catalyst is ClC(Cl)C. The product is [F:20][C:21]1[CH:26]=[CH:25][C:24]([CH2:27][NH:28][CH2:12][C:11]2[CH:14]=[CH:15][C:8]([O:7][C:6]3[CH:16]=[CH:17][C:3]([C:2]([F:19])([F:18])[F:1])=[CH:4][CH:5]=3)=[CH:9][CH:10]=2)=[CH:23][CH:22]=1. The yield is 0.240. (4) The reactants are [Cl:1][C:2]1[CH:7]=[CH:6][C:5](/[CH:8]=[C:9](/[S:11]([NH:14][C:15]2[CH:20]=[C:19]([F:21])[CH:18]=[CH:17][C:16]=2[S:22]([NH2:25])(=[O:24])=[O:23])(=[O:13])=[O:12])\[CH3:10])=[CH:4][CH:3]=1. The catalyst is C(OCC)(=O)C. The product is [Cl:1][C:2]1[CH:7]=[CH:6][C:5]([CH2:8][CH:9]([S:11]([NH:14][C:15]2[CH:20]=[C:19]([F:21])[CH:18]=[CH:17][C:16]=2[S:22]([NH2:25])(=[O:24])=[O:23])(=[O:12])=[O:13])[CH3:10])=[CH:4][CH:3]=1. The yield is 0.380. (5) The reactants are C([O:5][C:6](=[O:37])[CH2:7][O:8][C:9]1[C:14]2[CH2:15][CH2:16][CH2:17][CH2:18][CH:19]([NH:20][S:21]([C:24]3[CH:29]=[C:28]([C:30]([F:33])([F:32])[F:31])[CH:27]=[C:26]([C:34](=[O:36])[CH3:35])[CH:25]=3)(=[O:23])=[O:22])[C:13]=2[CH:12]=[CH:11][CH:10]=1)(C)(C)C.[OH-].[Na+]. No catalyst specified. The product is [C:34]([C:26]1[CH:25]=[C:24]([S:21]([NH:20][CH:19]2[C:13]3[CH:12]=[CH:11][CH:10]=[C:9]([O:8][CH2:7][C:6]([OH:37])=[O:5])[C:14]=3[CH2:15][CH2:16][CH2:17][CH2:18]2)(=[O:23])=[O:22])[CH:29]=[C:28]([C:30]([F:32])([F:31])[F:33])[CH:27]=1)(=[O:36])[CH3:35]. The yield is 0.560.